From a dataset of Full USPTO retrosynthesis dataset with 1.9M reactions from patents (1976-2016). Predict the reactants needed to synthesize the given product. (1) Given the product [OH:79][CH2:78][CH2:77][O:76][CH2:75][CH2:74][N:68]1[CH2:73][CH2:72][N:71]([C:65](=[O:66])[CH2:64][CH2:63][O:62][CH2:61][CH2:60][O:59][CH2:58][CH2:57][O:56][CH2:55][CH2:54][N:2]([CH3:1])[C:3](=[O:53])[CH2:4][C:5]2[CH:6]=[C:7]([S:11][CH2:12][C:13]3[CH:14]=[C:15]([CH:16]=[CH:17][CH:18]=3)[C:19]([NH:20][C:21]3[CH:26]=[CH:25][C:24]([N:27]4[CH2:32][CH2:31][CH2:30][CH2:29][CH2:28]4)=[CH:23][C:22]=3[C:33]3[CH:38]=[C:37]([CH:36]=[CH:35][N:34]=3)[C:39]([NH:40][C@@H:41]3[C:50]4[C:45](=[CH:46][CH:47]=[CH:48][CH:49]=4)[CH2:44][CH2:43][CH2:42]3)=[O:51])=[O:52])[CH:8]=[CH:9][CH:10]=2)[CH2:70][CH2:69]1, predict the reactants needed to synthesize it. The reactants are: [CH3:1][N:2]([CH2:54][CH2:55][O:56][CH2:57][CH2:58][O:59][CH2:60][CH2:61][O:62][CH2:63][CH2:64][C:65](O)=[O:66])[C:3](=[O:53])[CH2:4][C:5]1[CH:10]=[CH:9][CH:8]=[C:7]([S:11][CH2:12][C:13]2[CH:18]=[CH:17][CH:16]=[C:15]([C:19](=[O:52])[NH:20][C:21]3[CH:26]=[CH:25][C:24]([N:27]4[CH2:32][CH2:31][CH2:30][CH2:29][CH2:28]4)=[CH:23][C:22]=3[C:33]3[CH:38]=[C:37]([C:39](=[O:51])[NH:40][C@@H:41]4[C:50]5[C:45](=[CH:46][CH:47]=[CH:48][CH:49]=5)[CH2:44][CH2:43][CH2:42]4)[CH:36]=[CH:35][N:34]=3)[CH:14]=2)[CH:6]=1.[N:68]1([CH2:74][CH2:75][O:76][CH2:77][CH2:78][OH:79])[CH2:73][CH2:72][NH:71][CH2:70][CH2:69]1. (2) Given the product [F:1][C:2]([F:19])([F:18])[S:3]([O:6][C:7]1[CH:16]=[CH:15][C:14]2[C:9](=[CH:10][CH:11]=[CH:12][C:13]=2[C:20]#[N:21])[CH:8]=1)(=[O:5])=[O:4], predict the reactants needed to synthesize it. The reactants are: [F:1][C:2]([F:19])([F:18])[S:3]([O:6][C:7]1[CH:16]=[CH:15][C:14]2[C:9](=[CH:10][CH:11]=[CH:12][C:13]=2I)[CH:8]=1)(=[O:5])=[O:4].[C-:20]#[N:21].[Na+]. (3) Given the product [F:12][C:13]1[C:14]([NH:23][C:24]2[CH:29]=[CH:28][C:27]([I:30])=[CH:26][C:25]=2[F:31])=[C:15]([C:16]([N:9]2[CH2:10][C:7]([CH2:6][NH:5][CH:3]([CH3:4])[CH3:2])([NH2:11])[CH2:8]2)=[O:17])[CH:19]=[CH:20][C:21]=1[F:22], predict the reactants needed to synthesize it. The reactants are: Cl.[CH3:2][CH:3]([NH:5][CH2:6][C:7]1([NH2:11])[CH2:10][NH:9][CH2:8]1)[CH3:4].[F:12][C:13]1[C:14]([NH:23][C:24]2[CH:29]=[CH:28][C:27]([I:30])=[CH:26][C:25]=2[F:31])=[C:15]([CH:19]=[CH:20][C:21]=1[F:22])[C:16](F)=[O:17]. (4) Given the product [C:1]([Si:5]([CH3:21])([CH3:20])[O:6][CH:7]1[CH2:8][CH2:9][C:10]([NH:13][S:14]([C:16]([CH3:19])([CH3:18])[CH3:17])=[O:15])([CH:22]2[CH2:24][CH2:23]2)[CH2:11][CH2:12]1)([CH3:4])([CH3:3])[CH3:2], predict the reactants needed to synthesize it. The reactants are: [C:1]([Si:5]([CH3:21])([CH3:20])[O:6][CH:7]1[CH2:12][CH2:11][C:10](=[N:13][S:14]([C:16]([CH3:19])([CH3:18])[CH3:17])=[O:15])[CH2:9][CH2:8]1)([CH3:4])([CH3:3])[CH3:2].[CH:22]1([Mg]Br)[CH2:24][CH2:23]1.